From a dataset of Catalyst prediction with 721,799 reactions and 888 catalyst types from USPTO. Predict which catalyst facilitates the given reaction. Reactant: [C:1]([NH:4][C:5]1[CH:42]=[CH:41][N:8]([C@@H:9]2[O:40][C@H:14]([CH2:15][O:16][C:17]([C:34]3[CH:39]=[CH:38][CH:37]=[CH:36][CH:35]=3)([C:26]3[CH:31]=[CH:30][C:29]([O:32][CH3:33])=[CH:28][CH:27]=3)[C:18]3[CH:23]=[CH:22][C:21]([O:24][CH3:25])=[CH:20][CH:19]=3)[C@@H:12]([OH:13])[C@H:10]2[OH:11])[C:7](=[O:43])[N:6]=1)(=[O:3])[CH3:2].C(N(C(C)C)CC)(C)C.[C:53]([CH2:55][CH2:56][O:57][CH2:58]Cl)#[N:54].C(=O)(O)[O-].[Na+]. Product: [C:1]([NH:4][C:5]1[CH:42]=[CH:41][N:8]([C@@H:9]2[O:40][C@H:14]([CH2:15][O:16][C:17]([C:34]3[CH:39]=[CH:38][CH:37]=[CH:36][CH:35]=3)([C:26]3[CH:31]=[CH:30][C:29]([O:32][CH3:33])=[CH:28][CH:27]=3)[C:18]3[CH:19]=[CH:20][C:21]([O:24][CH3:25])=[CH:22][CH:23]=3)[C@@H:12]([OH:13])[C@H:10]2[O:11][CH2:58][O:57][CH2:56][CH2:55][C:53]#[N:54])[C:7](=[O:43])[N:6]=1)(=[O:3])[CH3:2]. The catalyst class is: 26.